From a dataset of Peptide-MHC class II binding affinity with 134,281 pairs from IEDB. Regression. Given a peptide amino acid sequence and an MHC pseudo amino acid sequence, predict their binding affinity value. This is MHC class II binding data. (1) The peptide sequence is EKKYFAATQFEPAAA. The MHC is HLA-DPA10201-DPB10501 with pseudo-sequence HLA-DPA10201-DPB10501. The binding affinity (normalized) is 0.898. (2) The peptide sequence is GMTGMLWETSLLDPE. The MHC is DRB5_0101 with pseudo-sequence DRB5_0101. The binding affinity (normalized) is 0. (3) The peptide sequence is ASQDVKNWMTETLLV. The MHC is DRB1_1501 with pseudo-sequence DRB1_1501. The binding affinity (normalized) is 0.654. (4) The peptide sequence is SNMTQRVVIALLVLAKK. The MHC is HLA-DQA10103-DQB10603 with pseudo-sequence HLA-DQA10103-DQB10603. The binding affinity (normalized) is 0. (5) The peptide sequence is SVGKGIHTVFGSAFQ. The MHC is DRB1_0301 with pseudo-sequence DRB1_0301. The binding affinity (normalized) is 0. (6) The peptide sequence is KPAAAATATATSAVG. The MHC is HLA-DPA10103-DPB10402 with pseudo-sequence HLA-DPA10103-DPB10402. The binding affinity (normalized) is 0.167. (7) The peptide sequence is YDKFLANVSTVLTGH. The MHC is DRB3_0202 with pseudo-sequence DRB3_0202. The binding affinity (normalized) is 1.00. (8) The MHC is DRB1_1302 with pseudo-sequence DRB1_1302. The binding affinity (normalized) is 0.689. The peptide sequence is IGRMLNILNRRKRST.